Dataset: Full USPTO retrosynthesis dataset with 1.9M reactions from patents (1976-2016). Task: Predict the reactants needed to synthesize the given product. Given the product [OH:29][C:26]([CH:24]1[CH2:25][N:22]([C:3]2[C:2]([C:34]3[CH:35]=[N:30][CH:31]=[N:32][CH:33]=3)=[CH:21][C:6]([C:7]([NH:9][C:10]3[CH:15]=[CH:14][C:13]([O:16][C:17]([F:20])([F:19])[F:18])=[CH:12][CH:11]=3)=[O:8])=[CH:5][N:4]=2)[CH2:23]1)([CH3:28])[CH3:27], predict the reactants needed to synthesize it. The reactants are: Br[C:2]1[C:3]([N:22]2[CH2:25][CH:24]([C:26]([OH:29])([CH3:28])[CH3:27])[CH2:23]2)=[N:4][CH:5]=[C:6]([CH:21]=1)[C:7]([NH:9][C:10]1[CH:15]=[CH:14][C:13]([O:16][C:17]([F:20])([F:19])[F:18])=[CH:12][CH:11]=1)=[O:8].[N:30]1[CH:35]=[C:34](B(O)O)[CH:33]=[N:32][CH:31]=1.